From a dataset of Peptide-MHC class I binding affinity with 185,985 pairs from IEDB/IMGT. Regression. Given a peptide amino acid sequence and an MHC pseudo amino acid sequence, predict their binding affinity value. This is MHC class I binding data. (1) The peptide sequence is RRQGNIYPK. The MHC is HLA-A02:02 with pseudo-sequence HLA-A02:02. The binding affinity (normalized) is 0. (2) The peptide sequence is ALASFLFGF. The binding affinity (normalized) is 0.389. The MHC is HLA-B15:01 with pseudo-sequence HLA-B15:01. (3) The peptide sequence is RVRGAVTGM. The MHC is HLA-A02:01 with pseudo-sequence HLA-A02:01. The binding affinity (normalized) is 0.0847. (4) The peptide sequence is ALFHKVQSY. The MHC is HLA-B58:01 with pseudo-sequence HLA-B58:01. The binding affinity (normalized) is 0.0847. (5) The peptide sequence is LSFTVVSNG. The MHC is HLA-A02:01 with pseudo-sequence HLA-A02:01. The binding affinity (normalized) is 0. (6) The peptide sequence is YVKALTKNY. The MHC is HLA-A33:01 with pseudo-sequence HLA-A33:01. The binding affinity (normalized) is 0. (7) The peptide sequence is QMNARGVKV. The MHC is HLA-A02:01 with pseudo-sequence HLA-A02:01. The binding affinity (normalized) is 0.210. (8) The peptide sequence is AFHHVAREL. The MHC is HLA-A30:02 with pseudo-sequence HLA-A30:02. The binding affinity (normalized) is 0.